Dataset: Forward reaction prediction with 1.9M reactions from USPTO patents (1976-2016). Task: Predict the product of the given reaction. (1) Given the reactants [Br:1][C:2]1[C:7]([O:8][CH2:9][CH3:10])=[CH:6][CH:5]=[CH:4][N:3]=1.Br[C:12]1C(O)=CC=CN=1.ICCC, predict the reaction product. The product is: [Br:1][C:2]1[C:7]([O:8][CH2:9][CH2:10][CH3:12])=[CH:6][CH:5]=[CH:4][N:3]=1. (2) The product is: [OH:20][C:4]1[C:3]([NH:2][N:21]=[C:37]2[C:36]([CH3:40])=[N:35][N:34]([C:30]3[CH:29]=[C:28]4[C:33](=[CH:32][CH:31]=3)[CH2:25][CH2:26][CH2:27]4)[C:38]2=[O:39])=[CH:8][CH:7]=[CH:6][C:5]=1[C:9]1[CH:14]=[CH:13][CH:12]=[C:11]([C:15]2[NH:19][N:18]=[N:17][N:16]=2)[CH:10]=1. Given the reactants Cl.[NH2:2][C:3]1[CH:8]=[CH:7][CH:6]=[C:5]([C:9]2[CH:14]=[CH:13][CH:12]=[C:11]([C:15]3[NH:19][N:18]=[N:17][N:16]=3)[CH:10]=2)[C:4]=1[OH:20].[N:21]([O-])=O.[Na+].[CH2:25]1[C:33]2[C:28](=[CH:29][C:30]([N:34]3[C:38](=[O:39])[CH2:37][C:36]([CH3:40])=[N:35]3)=[CH:31][CH:32]=2)[CH2:27][CH2:26]1.C(=O)(O)[O-].[Na+], predict the reaction product. (3) Given the reactants [CH3:1][O:2][C:3]1[CH:8]=[CH:7][CH:6]=[CH:5][C:4]=1[C:9]1[S:13][N:12]=[C:11]([N:14]2[CH2:19][CH2:18][NH:17][CH2:16][CH2:15]2)[N:10]=1.C(N(CC)CC)C.Cl[C:28]([O:30][CH2:31][CH:32]([CH3:34])[CH3:33])=[O:29], predict the reaction product. The product is: [CH3:1][O:2][C:3]1[CH:8]=[CH:7][CH:6]=[CH:5][C:4]=1[C:9]1[S:13][N:12]=[C:11]([N:14]2[CH2:19][CH2:18][N:17]([C:28]([O:30][CH2:31][CH:32]([CH3:34])[CH3:33])=[O:29])[CH2:16][CH2:15]2)[N:10]=1. (4) Given the reactants [C:1]([C:3]1[CH:4]=[C:5]([CH:28]=[CH:29][C:30]=1[O:31][CH:32]([CH3:34])[CH3:33])[CH2:6][O:7][C:8]1[CH:16]=[CH:15][C:14]2[N:13]3[CH2:17][CH2:18][CH:19]([CH2:20][C:21]([O:23][C:24]([CH3:27])([CH3:26])[CH3:25])=[O:22])[C:12]3=[CH:11][C:10]=2[CH:9]=1)#[N:2].C1C(=O)N([I:42])C(=O)C1, predict the reaction product. The product is: [C:1]([C:3]1[CH:4]=[C:5]([CH:28]=[CH:29][C:30]=1[O:31][CH:32]([CH3:34])[CH3:33])[CH2:6][O:7][C:8]1[CH:16]=[CH:15][C:14]2[N:13]3[CH2:17][CH2:18][CH:19]([CH2:20][C:21]([O:23][C:24]([CH3:25])([CH3:26])[CH3:27])=[O:22])[C:12]3=[C:11]([I:42])[C:10]=2[CH:9]=1)#[N:2]. (5) The product is: [Br:1][C:2]1[CH:3]=[C:4]([CH2:8][CH2:9][N:11]2[CH2:16][CH2:15][O:14][CH2:13][CH2:12]2)[CH:5]=[N:6][CH:7]=1. Given the reactants [Br:1][C:2]1[CH:3]=[C:4]([CH2:8][C:9]([N:11]2[CH2:16][CH2:15][O:14][CH2:13][CH2:12]2)=O)[CH:5]=[N:6][CH:7]=1.B.C1COCC1.C([O-])(O)=O.[Na+], predict the reaction product.